This data is from Full USPTO retrosynthesis dataset with 1.9M reactions from patents (1976-2016). The task is: Predict the reactants needed to synthesize the given product. The reactants are: [Cl:1][C:2]1[CH:11]=[CH:10][CH:9]=[C:8]2[C:3]=1[C:4](=[O:41])[N:5]([CH2:30][CH2:31][CH2:32][NH:33]C(=O)OC(C)(C)C)[C:6]([C@@H:12]([NH:19][C:20]1[C:25]([C:26]#[N:27])=[C:24]([NH2:28])[N:23]=[C:22]([NH2:29])[N:21]=1)[C:13]1[CH:18]=[CH:17][CH:16]=[CH:15][CH:14]=1)=[N:7]2.FC(F)(F)C(O)=O. Given the product [NH2:29][C:22]1[N:23]=[C:24]([NH2:28])[C:25]([C:26]#[N:27])=[C:20]([NH:19][C@H:12]([C:6]2[N:5]([CH2:30][CH2:31][CH2:32][NH2:33])[C:4](=[O:41])[C:3]3[C:8](=[CH:9][CH:10]=[CH:11][C:2]=3[Cl:1])[N:7]=2)[C:13]2[CH:18]=[CH:17][CH:16]=[CH:15][CH:14]=2)[N:21]=1, predict the reactants needed to synthesize it.